This data is from Full USPTO retrosynthesis dataset with 1.9M reactions from patents (1976-2016). The task is: Predict the reactants needed to synthesize the given product. (1) Given the product [NH2:7][C:8]1[S:9][CH:10]=[C:11]([CH2:13][S:14][C:15]2[CH:20]=[CH:19][C:18]([Cl:21])=[CH:17][C:16]=2[NH:22][S:23]([C:26]2[O:27][C:28]3[CH:34]=[CH:33][CH:32]=[CH:31][C:29]=3[CH:30]=2)(=[O:25])=[O:24])[N:12]=1, predict the reactants needed to synthesize it. The reactants are: C(OC(=O)[NH:7][C:8]1[S:9][CH:10]=[C:11]([CH2:13][S:14][C:15]2[CH:20]=[CH:19][C:18]([Cl:21])=[CH:17][C:16]=2[NH:22][S:23]([C:26]2[O:27][C:28]3[CH:34]=[CH:33][CH:32]=[CH:31][C:29]=3[CH:30]=2)(=[O:25])=[O:24])[N:12]=1)(C)(C)C.C(O)(C(F)(F)F)=O. (2) Given the product [CH2:1]([O:8][C:9]([N:11]1[CH2:17][CH2:16][CH2:15][CH:14]([NH:18][C:19](=[O:33])[C@@H:20]([NH2:25])[CH2:21][CH:22]([CH3:24])[CH3:23])[CH:13]([OH:34])[CH2:12]1)=[O:10])[C:2]1[CH:7]=[CH:6][CH:5]=[CH:4][CH:3]=1, predict the reactants needed to synthesize it. The reactants are: [CH2:1]([O:8][C:9]([N:11]1[CH2:17][CH2:16][CH2:15][CH:14]([NH:18][C:19](=[O:33])[C@@H:20]([NH:25]C(OC(C)(C)C)=O)[CH2:21][CH:22]([CH3:24])[CH3:23])[CH:13]([OH:34])[CH2:12]1)=[O:10])[C:2]1[CH:7]=[CH:6][CH:5]=[CH:4][CH:3]=1.Cl.